This data is from Full USPTO retrosynthesis dataset with 1.9M reactions from patents (1976-2016). The task is: Predict the reactants needed to synthesize the given product. (1) The reactants are: C(NC(C)C)(C)C.C([Li])CCC.[Si:13]([O:20][CH2:21][CH2:22][O:23][C:24]1[CH:29]=[CH:28][N:27]=[C:26]([NH:30][C:31]2[CH:36]=[C:35]([C:37]3[S:41][CH:40]=[N:39][CH:38]=3)[CH:34]=[C:33]([CH3:42])[CH:32]=2)[N:25]=1)([C:16]([CH3:19])([CH3:18])[CH3:17])([CH3:15])[CH3:14].[CH3:43][C:44]1([CH3:51])[O:49][CH2:48][C:47](=[O:50])[CH2:46][O:45]1. Given the product [Si:13]([O:20][CH2:21][CH2:22][O:23][C:24]1[CH:29]=[CH:28][N:27]=[C:26]([NH:30][C:31]2[CH:36]=[C:35]([C:37]3[S:41][C:40]([C:47]4([OH:50])[CH2:48][O:49][C:44]([CH3:51])([CH3:43])[O:45][CH2:46]4)=[N:39][CH:38]=3)[CH:34]=[C:33]([CH3:42])[CH:32]=2)[N:25]=1)([C:16]([CH3:17])([CH3:18])[CH3:19])([CH3:14])[CH3:15], predict the reactants needed to synthesize it. (2) Given the product [Cl:1][C:2]1[CH:7]=[CH:6][C:5]([C@:8]2([O:17][C@H:16]([CH2:18][OH:19])[C@@H:14]([OH:15])[C@H:12]([OH:13])[C@H:10]2[OH:11])[OH:9])=[CH:4][C:3]=1[CH2:20][C:21]1[CH:26]=[CH:25][C:24]([O:27][C:28]2([CH2:33][OH:34])[CH2:29][CH2:30][CH2:31][CH2:32]2)=[CH:23][CH:22]=1, predict the reactants needed to synthesize it. The reactants are: [Cl:1][C:2]1[CH:7]=[CH:6][C:5]([C@:8]2([O:17][C@H:16]([CH2:18][OH:19])[C@@H:14]([OH:15])[C@H:12]([OH:13])[C@H:10]2[OH:11])[OH:9])=[CH:4][C:3]=1[CH2:20][C:21]1[CH:26]=[CH:25][C:24]([O:27][C:28]2([C:33](OC)=[O:34])[CH2:32][CH2:31][CH2:30][CH2:29]2)=[CH:23][CH:22]=1.[BH4-].[Li+].C([O-])(O)=O.[Na+]. (3) The reactants are: [F:1][C:2]1[CH:7]=[CH:6][C:5]([O:8][C:9](=[O:31])[N:10]([C@H:12]2[C@H:16]([C:17]3[CH:22]=[CH:21][C:20]([Cl:23])=[CH:19][CH:18]=3)[CH2:15][N:14]([C:24]([CH:26]3[CH2:30][CH2:29][NH:28][CH2:27]3)=[O:25])[CH2:13]2)[CH3:11])=[CH:4][CH:3]=1.C(O[BH-](O[C:42](=[O:44])[CH3:43])OC(=O)C)(=O)C.[Na+].[CH2:46]1[CH2:50]OC[CH2:47]1. Given the product [F:1][C:2]1[CH:7]=[CH:6][C:5]([O:8][C:9](=[O:31])[N:10]([C@H:12]2[C@H:16]([C:17]3[CH:22]=[CH:21][C:20]([Cl:23])=[CH:19][CH:18]=3)[CH2:15][N:14]([C:24]([CH:26]3[CH2:30][CH2:29][N:28]([CH:47]4[CH2:43][CH2:42][O:44][CH2:50][CH2:46]4)[CH2:27]3)=[O:25])[CH2:13]2)[CH3:11])=[CH:4][CH:3]=1, predict the reactants needed to synthesize it. (4) Given the product [Si:9]([O:8][CH2:7][C:5]1[N:6]=[C:2]([C:23]2([OH:26])[CH2:24][CH2:25][O:21][CH2:22]2)[S:3][CH:4]=1)([C:12]([CH3:15])([CH3:14])[CH3:13])([CH3:11])[CH3:10], predict the reactants needed to synthesize it. The reactants are: Br[C:2]1[S:3][CH:4]=[C:5]([CH2:7][O:8][Si:9]([C:12]([CH3:15])([CH3:14])[CH3:13])([CH3:11])[CH3:10])[N:6]=1.C([Li])CCC.[O:21]1[CH2:25][CH2:24][C:23](=[O:26])[CH2:22]1. (5) Given the product [OH:9][CH2:8][C:6]1[CH:5]=[CH:4][NH:3][C:2](=[O:1])[CH:7]=1, predict the reactants needed to synthesize it. The reactants are: [O:1]=[C:2]1[CH:7]=[C:6]([C:8](OC)=[O:9])[CH:5]=[CH:4][NH:3]1.[BH4-].[Li+].O1CCCC1.CO.O. (6) Given the product [CH3:10][N:11]1[CH2:12][CH:13]=[C:14]([C:3]2[C:4]3[C:9](=[CH:8][CH:7]=[N:6][CH:5]=3)[NH:1][CH:2]=2)[CH2:15][CH2:16]1, predict the reactants needed to synthesize it. The reactants are: [NH:1]1[C:9]2[C:4](=[CH:5][N:6]=[CH:7][CH:8]=2)[CH:3]=[CH:2]1.[CH3:10][N:11]1[CH2:16][CH2:15][C:14](=O)[CH2:13][CH2:12]1.N1CCCC1.